Dataset: Reaction yield outcomes from USPTO patents with 853,638 reactions. Task: Predict the reaction yield, written as a fraction of the theoretical maximum amount of product (1.0 means a 100% yield; for example, 0.34 means a 34% yield). (1) The reactants are [NH2:1][C:2]1[CH:7]=[CH:6][C:5]([Cl:8])=[CH:4][C:3]=1[C:9]([C:11]1[CH:16]=[CH:15][CH:14]=[CH:13][C:12]=1C)=[O:10].ClC1C=CC2N=[C:24](C3C=CC=CC=3)[O:25]C(=O)C=2C=1. No catalyst specified. The product is [NH2:1][C:2]1[CH:7]=[CH:6][C:5]([Cl:8])=[CH:4][C:3]=1[C:9]([C:11]1[CH:16]=[CH:15][CH:14]=[CH:13][C:12]=1[O:25][CH3:24])=[O:10]. The yield is 0.840. (2) The reactants are [CH:1]([N:4]1[C:8]([CH3:9])=[CH:7][C:6]([C:10](OCC)=[O:11])=[N:5]1)([CH3:3])[CH3:2].[H-].[H-].[H-].[H-].[Li+].[Al+3]. The catalyst is C1COCC1. The product is [CH:1]([N:4]1[C:8]([CH3:9])=[CH:7][C:6]([CH2:10][OH:11])=[N:5]1)([CH3:3])[CH3:2]. The yield is 0.880. (3) The reactants are C([O:8][P:9]([O:19][C:20]1[CH:25]=[C:24]([NH:26][C:27]([C:29]2[C:38](=[O:39])[C:37]3[C:32](=[CH:33][CH:34]=[CH:35][CH:36]=3)[NH:31][CH:30]=2)=[O:28])[C:23]([C:40]2[CH:45]=[CH:44][CH:43]=[C:42]([O:46][CH2:47][CH3:48])[CH:41]=2)=[CH:22][C:21]=1[C:49]([CH3:52])([CH3:51])[CH3:50])(=[O:18])[O:10]CC1C=CC=CC=1)C1C=CC=CC=1. The catalyst is C(O)C. The product is [CH2:47]([O:46][C:42]1[CH:41]=[C:40]([C:23]2[C:24]([NH:26][C:27]([C:29]3[C:38](=[O:39])[C:37]4[C:32](=[CH:33][CH:34]=[CH:35][CH:36]=4)[NH:31][CH:30]=3)=[O:28])=[CH:25][C:20]([O:19][P:9](=[O:8])([OH:10])[OH:18])=[C:21]([C:49]([CH3:50])([CH3:52])[CH3:51])[CH:22]=2)[CH:45]=[CH:44][CH:43]=1)[CH3:48]. The yield is 0.930. (4) The product is [Br:3][C:4]1[CH:9]=[CH:8][N:7]([CH3:11])[C:6](=[O:10])[CH:5]=1. The yield is 0.500. The catalyst is C1COCC1. The reactants are [H-].[Na+].[Br:3][C:4]1[CH:9]=[CH:8][N:7]=[C:6]([OH:10])[CH:5]=1.[CH3:11]I. (5) The catalyst is O. The yield is 0.610. The reactants are C[O:2][C:3]1[CH:8]=[CH:7][CH:6]=[CH:5][C:4]=1[S:9]([C:12]1[CH:13]=[CH:14][C:15](=[O:18])[NH:16][N:17]=1)(=[O:11])=[O:10].[Br-].[Br-].[Br-].[Al+3]. The product is [OH:2][C:3]1[CH:8]=[CH:7][CH:6]=[CH:5][C:4]=1[S:9]([C:12]1[CH:13]=[CH:14][C:15](=[O:18])[NH:16][N:17]=1)(=[O:11])=[O:10]. (6) The reactants are [CH3:1][C:2]1[O:6][N:5]=[C:4]([C:7]2[CH:12]=[CH:11][CH:10]=[CH:9][CH:8]=2)[C:3]=1[CH2:13][O:14][C:15]1[CH:23]=[CH:22][C:18]([C:19]([OH:21])=O)=[CH:17][N:16]=1.[CH2:24]([N:26]1[CH2:31][CH2:30][CH:29]([NH2:32])[CH2:28][CH2:27]1)[CH3:25]. No catalyst specified. The product is [CH2:24]([N:26]1[CH2:31][CH2:30][CH:29]([NH:32][C:19](=[O:21])[C:18]2[CH:22]=[CH:23][C:15]([O:14][CH2:13][C:3]3[C:4]([C:7]4[CH:8]=[CH:9][CH:10]=[CH:11][CH:12]=4)=[N:5][O:6][C:2]=3[CH3:1])=[N:16][CH:17]=2)[CH2:28][CH2:27]1)[CH3:25]. The yield is 0.730. (7) The reactants are [CH2:1]([C:3]1[CH:17]=[CH:16][C:6]([O:7][C:8]([CH3:15])([CH3:14])[C:9]([O:11][CH2:12][CH3:13])=[O:10])=[CH:5][C:4]=1[O:18]COC)[CH3:2]. The catalyst is C(O)C.Cl. The product is [CH2:1]([C:3]1[CH:17]=[CH:16][C:6]([O:7][C:8]([CH3:14])([CH3:15])[C:9]([O:11][CH2:12][CH3:13])=[O:10])=[CH:5][C:4]=1[OH:18])[CH3:2]. The yield is 0.890. (8) The reactants are [CH:1]([N:14]1[CH2:17][CH:16]([OH:18])[CH:15]1[CH3:19])([C:8]1[CH:13]=[CH:12][CH:11]=[CH:10][CH:9]=1)[C:2]1[CH:7]=[CH:6][CH:5]=[CH:4][CH:3]=1.C(NC(C)C)(C)C.[CH3:27][S:28](Cl)(=[O:30])=[O:29].O. The catalyst is ClCCl. The product is [CH3:27][S:28]([O:18][CH:16]1[CH2:17][N:14]([CH:1]([C:8]2[CH:13]=[CH:12][CH:11]=[CH:10][CH:9]=2)[C:2]2[CH:3]=[CH:4][CH:5]=[CH:6][CH:7]=2)[CH:15]1[CH3:19])(=[O:30])=[O:29]. The yield is 0.290. (9) The reactants are Br[CH:2]([C:8]1[CH:13]=[CH:12][CH:11]=[CH:10][CH:9]=1)[C:3]([O:5][CH2:6][CH3:7])=[O:4].CCN(C(C)C)C(C)C.[N:23]1([C:29](=[O:31])[CH3:30])[CH2:28][CH2:27][NH:26][CH2:25][CH2:24]1. The catalyst is C(#N)C. The product is [C:29]([N:23]1[CH2:28][CH2:27][N:26]([CH:2]([C:8]2[CH:13]=[CH:12][CH:11]=[CH:10][CH:9]=2)[C:3]([O:5][CH2:6][CH3:7])=[O:4])[CH2:25][CH2:24]1)(=[O:31])[CH3:30]. The yield is 0.950.